Dataset: Forward reaction prediction with 1.9M reactions from USPTO patents (1976-2016). Task: Predict the product of the given reaction. (1) Given the reactants [CH2:1]([S:8][C:9]1([CH2:15][NH2:16])[CH2:14][CH2:13][CH2:12][CH2:11][CH2:10]1)[C:2]1[CH:7]=[CH:6][CH:5]=[CH:4][CH:3]=1.[CH:17]([C:20]1[CH:25]=[CH:24][CH:23]=[C:22]([CH:26]([CH3:28])[CH3:27])[C:21]=1[N:29]=[C:30]=[O:31])([CH3:19])[CH3:18], predict the reaction product. The product is: [CH2:1]([S:8][C:9]1([CH2:15][NH:16][C:30]([NH:29][C:21]2[C:20]([CH:17]([CH3:18])[CH3:19])=[CH:25][CH:24]=[CH:23][C:22]=2[CH:26]([CH3:28])[CH3:27])=[O:31])[CH2:14][CH2:13][CH2:12][CH2:11][CH2:10]1)[C:2]1[CH:7]=[CH:6][CH:5]=[CH:4][CH:3]=1. (2) Given the reactants FC(F)(F)C(O)=O.[CH:8]1([C:13]([N:15]2[CH2:20][CH:19]([C:21]3[CH:26]=[CH:25][C:24]([CH2:27][CH3:28])=[CH:23][CH:22]=3)[CH2:18][CH:17]([NH2:29])[CH2:16]2)=[O:14])[CH2:12][CH2:11][CH2:10][CH2:9]1.[C:30]1([N:36]=[C:37]=[O:38])[CH:35]=[CH:34][CH:33]=[CH:32][CH:31]=1, predict the reaction product. The product is: [CH:8]1([C:13]([N:15]2[CH2:20][CH:19]([C:21]3[CH:22]=[CH:23][C:24]([CH2:27][CH3:28])=[CH:25][CH:26]=3)[CH2:18][CH:17]([NH:29][C:37]([NH:36][C:30]3[CH:35]=[CH:34][CH:33]=[CH:32][CH:31]=3)=[O:38])[CH2:16]2)=[O:14])[CH2:9][CH2:10][CH2:11][CH2:12]1. (3) The product is: [ClH:21].[ClH:51].[C:22]1([CH:14]([N:11]2[CH2:12][CH2:13][N:8]([CH2:7][CH2:6][O:5][CH2:4][C:3]([OH:28])=[O:35])[CH2:9][CH2:10]2)[C:15]2[CH:16]=[CH:17][C:18]([Cl:21])=[CH:19][CH:20]=2)[CH:27]=[CH:26][CH:25]=[CH:24][CH:23]=1. Given the reactants CN(C)[C:3](=[O:28])[CH2:4][O:5][CH2:6][CH2:7][N:8]1[CH2:13][CH2:12][N:11]([CH:14]([C:22]2[CH:27]=[CH:26][CH:25]=[CH:24][CH:23]=2)[C:15]2[CH:20]=[CH:19][C:18]([Cl:21])=[CH:17][CH:16]=2)[CH2:10][CH2:9]1.C(N(CC)C(=O)C[O:35]CCN1CCN(C(C2C=CC=CC=2)C2C=CC([Cl:51])=CC=2)CC1)C, predict the reaction product. (4) Given the reactants [Cl:1][C:2]1[CH:7]=[CH:6][C:5]([C:8]2[NH:9][C:10]3[C:15]([C:16]=2[CH:17]=[O:18])=[CH:14][CH:13]=[CH:12][CH:11]=3)=[CH:4][C:3]=1[S:19]([NH:22][CH:23]1[CH2:28][CH2:27][CH2:26][CH2:25][CH2:24]1)(=[O:21])=[O:20].Cl([O-])=[O:30].[Na+].S(=O)(=O)(O)N.C(=O)(O)[O-].[Na+], predict the reaction product. The product is: [Cl:1][C:2]1[CH:7]=[CH:6][C:5]([C:8]2[NH:9][C:10]3[C:15]([C:16]=2[C:17]([OH:30])=[O:18])=[CH:14][CH:13]=[CH:12][CH:11]=3)=[CH:4][C:3]=1[S:19](=[O:21])(=[O:20])[NH:22][CH:23]1[CH2:24][CH2:25][CH2:26][CH2:27][CH2:28]1. (5) Given the reactants [Cl:1][C:2]1[CH:3]=[C:4]([CH:8]=[CH:9][C:10]2[S:14][C:13]([C:15]([O:17]C)=O)=[CH:12][CH:11]=2)[CH:5]=[CH:6][CH:7]=1.[N:19]12[CH2:26][CH2:25][CH:22]([CH2:23][CH2:24]1)[C@@H:21]([NH:27]C(C1SC(C3N=C(C)SC=3)=CC=1)=O)[CH2:20]2, predict the reaction product. The product is: [N:19]12[CH2:26][CH2:25][CH:22]([CH2:23][CH2:24]1)[C@@H:21]([NH:27][C:15]([C:13]1[S:14][C:10]([CH:9]=[CH:8][C:4]3[CH:5]=[CH:6][CH:7]=[C:2]([Cl:1])[CH:3]=3)=[CH:11][CH:12]=1)=[O:17])[CH2:20]2.